This data is from Peptide-MHC class II binding affinity with 134,281 pairs from IEDB. The task is: Regression. Given a peptide amino acid sequence and an MHC pseudo amino acid sequence, predict their binding affinity value. This is MHC class II binding data. The peptide sequence is ISPSFLVYSFFVHDL. The MHC is HLA-DPA10201-DPB11401 with pseudo-sequence HLA-DPA10201-DPB11401. The binding affinity (normalized) is 0.366.